This data is from Peptide-MHC class II binding affinity with 134,281 pairs from IEDB. The task is: Regression. Given a peptide amino acid sequence and an MHC pseudo amino acid sequence, predict their binding affinity value. This is MHC class II binding data. (1) The peptide sequence is GFKAALAAAAGVQPADKYRT. The MHC is HLA-DQA10301-DQB10302 with pseudo-sequence HLA-DQA10301-DQB10302. The binding affinity (normalized) is 0.339. (2) The peptide sequence is IHGWFAVDFTAAELV. The MHC is HLA-DQA10401-DQB10402 with pseudo-sequence HLA-DQA10401-DQB10402. The binding affinity (normalized) is 0.427. (3) The peptide sequence is YTIDCDGSILGAAVND. The MHC is DRB5_0101 with pseudo-sequence DRB5_0101. The binding affinity (normalized) is 0. (4) The peptide sequence is YNYMEPYVSKNPRQA. The MHC is HLA-DQA10401-DQB10402 with pseudo-sequence HLA-DQA10401-DQB10402. The binding affinity (normalized) is 0. (5) The peptide sequence is RMFSSTLRAAVPWYA. The MHC is H-2-IAd with pseudo-sequence H-2-IAd. The binding affinity (normalized) is 0.743. (6) The binding affinity (normalized) is 0.0642. The MHC is DRB1_0405 with pseudo-sequence DRB1_0405. The peptide sequence is DVSGVQAPVGAITTI. (7) The peptide sequence is NIRYLVMAIVSDFSS. The MHC is DRB4_0101 with pseudo-sequence DRB4_0103. The binding affinity (normalized) is 0.782. (8) The peptide sequence is IQARAAALAFEQAYA. The MHC is HLA-DQA10501-DQB10201 with pseudo-sequence HLA-DQA10501-DQB10201. The binding affinity (normalized) is 0.612. (9) The peptide sequence is EDLVRAYHSMSSTHE. The MHC is HLA-DQA10501-DQB10301 with pseudo-sequence HLA-DQA10501-DQB10301. The binding affinity (normalized) is 0.322.